From a dataset of Forward reaction prediction with 1.9M reactions from USPTO patents (1976-2016). Predict the product of the given reaction. (1) Given the reactants [Li+].C[Si]([N-][Si](C)(C)C)(C)C.[Br:11][C:12]1[CH:13]=[CH:14][CH:15]=[C:16]2[C:21]=1[N:20]=[C:19](Cl)[N:18]=[CH:17]2.[NH2:23][C:24]1[CH:29]=[CH:28][CH:27]=[CH:26][CH:25]=1.[NH4+].[Cl-], predict the reaction product. The product is: [Br:11][C:12]1[CH:13]=[CH:14][CH:15]=[C:16]2[C:21]=1[N:20]=[C:19]([NH:23][C:24]1[CH:29]=[CH:28][CH:27]=[CH:26][CH:25]=1)[N:18]=[CH:17]2. (2) Given the reactants [S:1]1[CH:5]=[CH:4][CH:3]=[C:2]1[CH:6]=O.[C:8]([CH2:10][C:11]([NH2:13])=[S:12])#[N:9].CN1CCOCC1, predict the reaction product. The product is: [C:8]([C:10](=[CH:6][C:2]1[S:1][CH:5]=[CH:4][CH:3]=1)[C:11]([NH2:13])=[S:12])#[N:9]. (3) Given the reactants [Cl:1][C:2]1[CH:7]=[CH:6][C:5]([C:8]2[C:9](N)=[C:10]3[CH:24]=[N:23][N:22]([C:25]4[CH:30]=[CH:29][CH:28]=[CH:27][CH:26]=4)[C:11]3=[N:12][C:13]=2[C:14]2[CH:19]=[CH:18][C:17]([Cl:20])=[CH:16][C:15]=2[Cl:21])=[CH:4][CH:3]=1.N(O[C:35]([CH3:38])([CH3:37])[CH3:36])=O.[CH3:39][CH2:40][OH:41], predict the reaction product. The product is: [Cl:1][C:2]1[CH:3]=[CH:4][C:5]([C:8]2[CH:9]=[C:10]3[CH:24]=[N:23][N:22]([C:25]4[CH:30]=[CH:29][CH:28]=[CH:27][CH:26]=4)[C:11]3=[N:12][C:13]=2[C:14]2[CH:19]=[CH:18][C:17]([Cl:20])=[CH:16][C:15]=2[Cl:21])=[CH:6][CH:7]=1.[Cl:1][C:2]1[CH:7]=[CH:37][C:35]([C:38]2[C:9]([O:41][CH2:40][CH3:39])=[C:10]3[CH:24]=[N:23][N:22]([C:25]4[CH:30]=[CH:29][CH:28]=[CH:27][CH:26]=4)[C:11]3=[N:12][C:13]=2[C:14]2[CH:19]=[CH:18][C:17]([Cl:20])=[CH:16][C:15]=2[Cl:21])=[CH:36][CH:3]=1. (4) Given the reactants [Br-].[CH2:2]([P+](C1C=CC=CC=1)(C1C=CC=CC=1)C1C=CC=CC=1)[CH2:3][CH3:4].[NH2-].[Na+].[OH:26][C:27]1[CH:44]=[CH:43][C:42]2[C@:41]3([CH:45]=O)[C@H:32]([C@H:33]4[C@@:37]([CH2:39][CH2:40]3)([CH3:38])[CH2:36][C@H:35]([OH:47])[CH2:34]4)[CH2:31][CH2:30][C:29]=2[CH:28]=1.CS(C)=O.O, predict the reaction product. The product is: [CH:45]([C@:41]12[CH2:40][CH2:39][C@@:37]3([CH3:38])[C@@H:33]([CH2:34][C@@H:35]([OH:47])[CH2:36]3)[C@@H:32]1[CH2:31][CH2:30][C:29]1[CH:28]=[C:27]([OH:26])[CH:44]=[CH:43][C:42]2=1)=[CH:2][CH2:3][CH3:4]. (5) The product is: [CH3:13][CH:11]([CH3:12])/[C:5](=[N:4]/[O:3][CH2:15][C:16]1[CH:17]=[CH:18][C:19]([O:20][CH2:21][C:22]2[N:23]=[C:24]([C:28]3[CH:33]=[CH:32][CH:31]=[CH:30][CH:29]=3)[O:25][C:26]=2[CH3:27])=[CH:34][CH:35]=1)/[C:6]([O:8][CH2:9][CH3:10])=[O:7]. Given the reactants [H-].[Na+].[OH:3][N:4]=[C:5]([CH:11]([CH3:13])[CH3:12])[C:6]([O:8][CH2:9][CH3:10])=[O:7].Cl[CH2:15][C:16]1[CH:35]=[CH:34][C:19]([O:20][CH2:21][C:22]2[N:23]=[C:24]([C:28]3[CH:33]=[CH:32][CH:31]=[CH:30][CH:29]=3)[O:25][C:26]=2[CH3:27])=[CH:18][CH:17]=1.Cl.C(=O)(O)[O-].[Na+], predict the reaction product. (6) Given the reactants Cl[C:2]1[N:7]=[C:6]([NH:8][CH:9]2[CH2:11][CH2:10]2)[C:5]([Cl:12])=[CH:4][N:3]=1.[CH3:13][S:14][CH:15]([C:18]1[CH:19]=[C:20]([CH:22]=[CH:23][CH:24]=1)[NH2:21])[CH2:16][CH3:17].C1(C)C=CC(S(O)(=O)=O)=CC=1, predict the reaction product. The product is: [Cl:12][C:5]1[C:6]([NH:8][CH:9]2[CH2:11][CH2:10]2)=[N:7][C:2]([NH:21][C:20]2[CH:22]=[CH:23][CH:24]=[C:18]([CH:15]([S:14][CH3:13])[CH2:16][CH3:17])[CH:19]=2)=[N:3][CH:4]=1. (7) Given the reactants [CH3:1][O:2][C:3](=[O:16])[C:4]1[CH:9]=[C:8]([CH:10]=[C:11]([CH3:13])[CH3:12])[C:7]([O:14][CH3:15])=[N:6][CH:5]=1, predict the reaction product. The product is: [CH3:1][O:2][C:3](=[O:16])[C:4]1[CH:9]=[C:8]([CH2:10][CH:11]([CH3:13])[CH3:12])[C:7]([O:14][CH3:15])=[N:6][CH:5]=1. (8) Given the reactants Cl.[CH3:2][C:3]1[N:4]=[C:5]([C:13]2[CH:18]=[CH:17][CH:16]=[CH:15][CH:14]=2)[N:6]2[C:11]=1[CH:10]=[N:9][C:8]([NH2:12])=[N:7]2.Br[C:20]1[CH:21]=[C:22]([CH2:26][CH2:27][OH:28])[CH:23]=[CH:24][CH:25]=1.C1C=CC(P(C2C=CC3C(=CC=CC=3)C=2C2C3C(=CC=CC=3)C=CC=2P(C2C=CC=CC=2)C2C=CC=CC=2)C2C=CC=CC=2)=CC=1.CC(C)([O-])C.[Na+], predict the reaction product. The product is: [CH3:2][C:3]1[N:4]=[C:5]([C:13]2[CH:14]=[CH:15][CH:16]=[CH:17][CH:18]=2)[N:6]2[C:11]=1[CH:10]=[N:9][C:8]([NH:12][C:20]1[CH:21]=[C:22]([CH2:26][CH2:27][OH:28])[CH:23]=[CH:24][CH:25]=1)=[N:7]2.